From a dataset of Peptide-MHC class I binding affinity with 185,985 pairs from IEDB/IMGT. Regression. Given a peptide amino acid sequence and an MHC pseudo amino acid sequence, predict their binding affinity value. This is MHC class I binding data. (1) The peptide sequence is ALDLSHFLK. The MHC is HLA-A24:02 with pseudo-sequence HLA-A24:02. The binding affinity (normalized) is 0. (2) The peptide sequence is CSPRGSSCGS. The MHC is Mamu-A02 with pseudo-sequence Mamu-A02. The binding affinity (normalized) is 0.0292. (3) The peptide sequence is LPLESCFGV. The MHC is HLA-B51:01 with pseudo-sequence HLA-B51:01. The binding affinity (normalized) is 0.457. (4) The binding affinity (normalized) is 0. The peptide sequence is SSQGSEYDY. The MHC is HLA-A26:01 with pseudo-sequence HLA-A26:01. (5) The peptide sequence is FRHSVVVPY. The MHC is HLA-A02:03 with pseudo-sequence HLA-A02:03. The binding affinity (normalized) is 0.0847.